From a dataset of Full USPTO retrosynthesis dataset with 1.9M reactions from patents (1976-2016). Predict the reactants needed to synthesize the given product. (1) Given the product [Br:1][C:2]1[CH:7]=[CH:6][C:5]([F:8])=[CH:4][C:3]=1[O:9][CH:11]([CH3:13])[CH3:12], predict the reactants needed to synthesize it. The reactants are: [Br:1][C:2]1[CH:7]=[CH:6][C:5]([F:8])=[CH:4][C:3]=1[OH:9].I[CH:11]([CH3:13])[CH3:12].C([O-])([O-])=O.[K+].[K+]. (2) Given the product [CH:9]1([NH:1][C@H:2]([CH2:7][CH3:8])[C:3]([O:5][CH3:6])=[O:4])[CH2:12][CH2:11][CH2:10]1, predict the reactants needed to synthesize it. The reactants are: [NH2:1][C@H:2]([CH2:7][CH3:8])[C:3]([O:5][CH3:6])=[O:4].[C:9]1(=O)[CH2:12][CH2:11][CH2:10]1.C([O-])(=O)C.[Na+].C(O[BH-](OC(=O)C)OC(=O)C)(=O)C.[Na+].C(=O)(O)[O-].[Na+]. (3) Given the product [CH3:1][O:2][C:3]1[CH:4]=[C:5]2[C:10](=[CH:11][C:12]=1[O:13][CH2:14][CH2:15][CH2:16][N:19]1[CH2:24][CH2:23][CH2:22][CH2:21][CH2:20]1)[N:9]=[CH:8][NH:7][C:6]2=[O:18], predict the reactants needed to synthesize it. The reactants are: [CH3:1][O:2][C:3]1[CH:4]=[C:5]2[C:10](=[CH:11][C:12]=1[O:13][CH2:14][CH2:15][CH2:16]Cl)[N:9]=[CH:8][NH:7][C:6]2=[O:18].[NH:19]1[CH2:24][CH2:23][CH2:22][CH2:21][CH2:20]1. (4) Given the product [F:22][C:19]1[CH:18]=[CH:17][C:16]([O:15][CH2:14][CH:11]2[CH2:10][CH2:9][NH:8][CH2:13][CH2:12]2)=[CH:21][CH:20]=1, predict the reactants needed to synthesize it. The reactants are: C(OC([N:8]1[CH2:13][CH2:12][CH:11]([CH2:14][O:15][C:16]2[CH:21]=[CH:20][C:19]([F:22])=[CH:18][CH:17]=2)[CH2:10][CH2:9]1)=O)(C)(C)C. (5) Given the product [C:1]([O:5][C:6]([NH:8][CH:9]([C:11]1[NH:12][C:13]([C:21]2[CH:30]=[CH:29][CH:28]=[C:27]3[C:22]=2[N:23]=[C:24]([NH:33][C:34]([CH3:38])([CH3:37])[CH2:35][OH:36])[C:25]([CH3:31])=[N:26]3)=[CH:14][C:15]=1[C:16]([O:18][CH2:19][CH3:20])=[O:17])[CH3:10])=[O:7])([CH3:4])([CH3:3])[CH3:2], predict the reactants needed to synthesize it. The reactants are: [C:1]([O:5][C:6]([NH:8][CH:9]([C:11]1[NH:12][C:13]([C:21]2[CH:30]=[CH:29][CH:28]=[C:27]3[C:22]=2[N:23]=[C:24](F)[C:25]([CH3:31])=[N:26]3)=[CH:14][C:15]=1[C:16]([O:18][CH2:19][CH3:20])=[O:17])[CH3:10])=[O:7])([CH3:4])([CH3:3])[CH3:2].[NH2:33][C:34]([CH3:38])([CH3:37])[CH2:35][OH:36].O.CCOC(C)=O. (6) The reactants are: [Cl:1][C:2]1[CH:7]=[C:6]([C:8]2[CH:13]=[N:12][CH:11]=[C:10]([CH3:14])[N:9]=2)[CH:5]=[CH:4][C:3]=1[C:15]1[C:26](=[O:27])[N:25]([CH2:28][CH2:29][N:30]2[CH2:35][CH2:34][NH:33][CH2:32][CH2:31]2)[C:18]2[N:19]=[C:20]([S:23][CH3:24])[N:21]=[CH:22][C:17]=2[CH:16]=1.CC(O)=O.[O:40]1[CH2:43][C:42](=O)[CH2:41]1.C(O[BH-](OC(=O)C)OC(=O)C)(=O)C.[Na+]. Given the product [Cl:1][C:2]1[CH:7]=[C:6]([C:8]2[CH:13]=[N:12][CH:11]=[C:10]([CH3:14])[N:9]=2)[CH:5]=[CH:4][C:3]=1[C:15]1[C:26](=[O:27])[N:25]([CH2:28][CH2:29][N:30]2[CH2:31][CH2:32][N:33]([CH:42]3[CH2:43][O:40][CH2:41]3)[CH2:34][CH2:35]2)[C:18]2[N:19]=[C:20]([S:23][CH3:24])[N:21]=[CH:22][C:17]=2[CH:16]=1, predict the reactants needed to synthesize it. (7) Given the product [Br:40][C:36]1[CH:37]=[C:38]([CH3:39])[C:33]([N:29]2[C:24]3=[N:25][C:26]([CH3:28])=[CH:27][C:22]([N:19]4[CH2:20][CH2:21][CH:16]([CH2:15][C:14]([NH:13][C@@H:5]([CH2:6][C:7]5[CH:8]=[CH:9][CH:10]=[CH:11][CH:12]=5)[C:4]([OH:43])=[O:3])=[O:42])[CH2:17][CH2:18]4)=[C:23]3[C:31]([CH3:32])=[CH:30]2)=[C:34]([CH3:41])[CH:35]=1, predict the reactants needed to synthesize it. The reactants are: C([O:3][C:4](=[O:43])[C@@H:5]([NH:13][C:14](=[O:42])[CH2:15][CH:16]1[CH2:21][CH2:20][N:19]([C:22]2[CH:27]=[C:26]([CH3:28])[N:25]=[C:24]3[N:29]([C:33]4[C:38]([CH3:39])=[CH:37][C:36]([Br:40])=[CH:35][C:34]=4[CH3:41])[CH:30]=[C:31]([CH3:32])[C:23]=23)[CH2:18][CH2:17]1)[CH2:6][C:7]1[CH:12]=[CH:11][CH:10]=[CH:9][CH:8]=1)C.[OH-].[Na+].OS([O-])(=O)=O.[K+].